This data is from Reaction yield outcomes from USPTO patents with 853,638 reactions. The task is: Predict the reaction yield, written as a fraction of the theoretical maximum amount of product (1.0 means a 100% yield; for example, 0.34 means a 34% yield). The yield is 0.730. The reactants are C[O:2][C:3](=[O:38])[C@@H:4]([NH:14][C:15]([C:17]1[C:18]([CH3:37])=[N:19][C:20]([NH:24][CH2:25][CH2:26][CH2:27][C:28]2[CH:33]=[C:32]([O:34]C)[CH:31]=[CH:30][C:29]=2[Cl:36])=[N:21][C:22]=1[CH3:23])=[O:16])[CH2:5][NH:6][C:7]([C:9]1[S:10][CH:11]=[CH:12][CH:13]=1)=[O:8].B(Br)(Br)Br.C(Cl)Cl.O.[OH-].[Li+]. The catalyst is C(Cl)Cl.O. The product is [Cl:36][C:29]1[CH:30]=[CH:31][C:32]([OH:34])=[CH:33][C:28]=1[CH2:27][CH2:26][CH2:25][NH:24][C:20]1[N:19]=[C:18]([CH3:37])[C:17]([C:15]([NH:14][C@@H:4]([CH2:5][NH:6][C:7]([C:9]2[S:10][CH:11]=[CH:12][CH:13]=2)=[O:8])[C:3]([OH:38])=[O:2])=[O:16])=[C:22]([CH3:23])[N:21]=1.